Dataset: Reaction yield outcomes from USPTO patents with 853,638 reactions. Task: Predict the reaction yield, written as a fraction of the theoretical maximum amount of product (1.0 means a 100% yield; for example, 0.34 means a 34% yield). (1) The reactants are [CH3:1][C:2]1(C)OCC(CO[C:10]2[C:15](C)=[CH:14]N=[C:12]([CH2:17]S(C3NC4C=CC=CC=4N=3)=O)[C:11]=2C)C[O:3]1. The catalyst is C(O)C. The product is [CH3:14][CH2:15][CH2:10][CH2:11][CH2:12][CH3:17].[CH2:2]([OH:3])[CH3:1]. The yield is 0.917. (2) The yield is 0.640. The reactants are [NH2:1][C:2]1[C:3]([O:9][CH3:10])=[N:4][CH:5]=[C:6]([Br:8])[CH:7]=1.N1C=CC=CC=1.[C:17]1([S:23](Cl)(=[O:25])=[O:24])[CH:22]=[CH:21][CH:20]=[CH:19][CH:18]=1. The catalyst is C(Cl)Cl. The product is [Br:8][C:6]1[CH:7]=[C:2]([NH:1][S:23]([C:17]2[CH:22]=[CH:21][CH:20]=[CH:19][CH:18]=2)(=[O:25])=[O:24])[C:3]([O:9][CH3:10])=[N:4][CH:5]=1. (3) The reactants are C(O)(=O)C.[CH:5]1([CH2:8][O:9][C:10]2[CH:15]=[CH:14][CH:13]=[C:12](/[CH:16]=[CH:17]/[N+:18]([O-:20])=[O:19])[CH:11]=2)[CH2:7][CH2:6]1.[BH4-].[Na+]. The catalyst is CS(C)=O. The product is [CH:5]1([CH2:8][O:9][C:10]2[CH:15]=[CH:14][CH:13]=[C:12]([CH2:16][CH2:17][N+:18]([O-:20])=[O:19])[CH:11]=2)[CH2:7][CH2:6]1. The yield is 0.590. (4) The reactants are Cl[C:2]1[C:3]([F:22])=[CH:4][N:5]2[C:10]([C:11]=1[CH3:12])=[C:9]([CH:13]1[CH2:15][CH2:14]1)[CH:8]=[C:7]([C:16]([O:18][CH2:19][CH3:20])=[O:17])[C:6]2=[O:21].[C:23]([O:27][C:28]([NH:30][CH2:31][C:32]1[CH:37]=[CH:36][C:35](B(O)O)=[CH:34][CH:33]=1)=[O:29])([CH3:26])([CH3:25])[CH3:24]. No catalyst specified. The product is [C:23]([O:27][C:28]([NH:30][CH2:31][C:32]1[CH:37]=[CH:36][C:35]([C:2]2[C:3]([F:22])=[CH:4][N:5]3[C:10]([C:11]=2[CH3:12])=[C:9]([CH:13]2[CH2:15][CH2:14]2)[CH:8]=[C:7]([C:16]([O:18][CH2:19][CH3:20])=[O:17])[C:6]3=[O:21])=[CH:34][CH:33]=1)=[O:29])([CH3:26])([CH3:24])[CH3:25]. The yield is 1.00. (5) The reactants are C[N:2](C(ON1N=NC2C=CC=NC1=2)=[N+](C)C)C.F[P-](F)(F)(F)(F)F.[N:25]1([C:31]2[CH:32]=[C:33]([CH:37]=[C:38]([N+:40]([O-:42])=[O:41])[CH:39]=2)[C:34](O)=[O:35])[CH2:30][CH2:29][O:28][CH2:27][CH2:26]1.[Cl-].[NH4+].CCN(C(C)C)C(C)C. The catalyst is CN(C=O)C. The product is [N:25]1([C:31]2[CH:32]=[C:33]([CH:37]=[C:38]([N+:40]([O-:42])=[O:41])[CH:39]=2)[C:34]([NH2:2])=[O:35])[CH2:30][CH2:29][O:28][CH2:27][CH2:26]1. The yield is 0.870. (6) The reactants are FC(F)(F)S(O[C:7]1[CH:12]=[CH:11][C:10]([CH:13]([CH3:15])[CH3:14])=[CH:9][C:8]=1[CH:16]=[O:17])(=O)=O.[CH:20]([C:23]1[CH:24]=[C:25]2[C:30](=[CH:31][CH:32]=1)[CH:29]=[C:28](B(O)O)[CH:27]=[CH:26]2)([CH3:22])[CH3:21].C(=O)([O-])[O-].[Na+].[Na+]. The catalyst is C(COC)OC. The product is [CH:13]([C:10]1[CH:11]=[CH:12][C:7]([C:28]2[CH:27]=[CH:26][C:25]3[C:30](=[CH:31][CH:32]=[C:23]([CH:20]([CH3:22])[CH3:21])[CH:24]=3)[CH:29]=2)=[C:8]([CH:9]=1)[CH:16]=[O:17])([CH3:15])[CH3:14]. The yield is 0.700.